This data is from Peptide-MHC class II binding affinity with 134,281 pairs from IEDB. The task is: Regression. Given a peptide amino acid sequence and an MHC pseudo amino acid sequence, predict their binding affinity value. This is MHC class II binding data. (1) The peptide sequence is VFLGSAYGIPKVPPG. The MHC is HLA-DPA10103-DPB10201 with pseudo-sequence HLA-DPA10103-DPB10201. The binding affinity (normalized) is 0.541. (2) The peptide sequence is QKLLKSIAATRGATV. The MHC is DRB5_0101 with pseudo-sequence DRB5_0101. The binding affinity (normalized) is 0.598.